Task: Predict the reactants needed to synthesize the given product.. Dataset: Full USPTO retrosynthesis dataset with 1.9M reactions from patents (1976-2016) (1) Given the product [CH2:1]([C@H:8]1[NH:23][C:22](=[O:24])[C@@H:21]([CH3:25])[NH:20][C:19](=[O:26])[CH2:18][C@@H:17](/[CH:27]=[CH:28]/[CH2:29][CH2:30][S:31][C:32](=[O:65])[CH3:39])[O:16][C:15](=[O:51])[CH2:14][NH:13][C:12](=[O:52])[C@@H:11]([CH:53]([CH3:54])[CH3:55])[NH:10][C:9]1=[O:56])[C:2]1[CH:3]=[CH:4][CH:5]=[CH:6][CH:7]=1, predict the reactants needed to synthesize it. The reactants are: [CH2:1]([C@H:8]1[NH:23][C:22](=[O:24])[C@@H:21]([CH3:25])[NH:20][C:19](=[O:26])[CH2:18][C@@H:17](/[CH:27]=[CH:28]/[CH2:29][CH2:30][S:31][C:32](C2C=CC=CC=2)([C:39]2C=CC=CC=2)C2C=CC=CC=2)[O:16][C:15](=[O:51])[CH2:14][NH:13][C:12](=[O:52])[C@@H:11]([CH:53]([CH3:55])[CH3:54])[NH:10][C:9]1=[O:56])[C:2]1[CH:7]=[CH:6][CH:5]=[CH:4][CH:3]=1.[SiH](CC)(CC)CC.C(O)(C(F)(F)F)=[O:65].C([C@H]1NC(=O)[C@@H](C)NC(=O)C[C@@H](/C=C/CCS)OC(=O)CNC(=O)[C@@H](C(C)C)NC1=O)C1C=CC=CC=1.CCN(C(C)C)C(C)C.C(Cl)(C)=O. (2) Given the product [CH3:42][S:39]([C:36]1[CH:37]=[CH:38][C:33]([C:17]2[C:16]3[C:20](=[CH:21][CH:22]=[C:14]([C:11]4[O:10][C:9]([NH2:8])=[N:13][N:12]=4)[CH:15]=3)[N:19]([S:23]([C:26]3[CH:32]=[CH:31][C:29]([CH3:30])=[CH:28][CH:27]=3)(=[O:24])=[O:25])[CH:18]=2)=[N:34][CH:35]=1)(=[O:40])=[O:41], predict the reactants needed to synthesize it. The reactants are: COC1C=CC(C[NH:8][C:9]2[O:10][C:11]([C:14]3[CH:15]=[C:16]4[C:20](=[CH:21][CH:22]=3)[N:19]([S:23]([C:26]3[CH:32]=[CH:31][C:29]([CH3:30])=[CH:28][CH:27]=3)(=[O:25])=[O:24])[CH:18]=[C:17]4[C:33]3[CH:38]=[CH:37][C:36]([S:39]([CH3:42])(=[O:41])=[O:40])=[CH:35][N:34]=3)=[N:12][N:13]=2)=CC=1. (3) Given the product [C:3]([C:2]([NH:7][C:8](=[O:9])[O:11][CH2:19][C:20]1[CH:25]=[CH:24][CH:23]=[CH:22][CH:21]=1)([CH3:6])[CH3:1])#[N:4], predict the reactants needed to synthesize it. The reactants are: [CH3:1][C:2]([CH3:6])(O)[C:3]#[N:4].[NH3:7].[C:8]([O-:11])([O-])=[O:9].[Na+].[Na+].ClC(OO[CH2:19][C:20]1[CH:25]=[CH:24][CH:23]=[CH:22][CH:21]=1)=O. (4) Given the product [Br:20][CH2:21][CH2:22][CH2:23][CH2:24][CH2:25][C:26]([CH:9]1[C:8]([CH3:12])([CH3:11])[CH:7]=[CH:6][N:5]([CH2:1][CH:2]([CH3:4])[CH3:3])[CH2:10]1)=[O:27], predict the reactants needed to synthesize it. The reactants are: [CH2:1]([N:5]1[CH:10]=[CH:9][C:8]([CH3:12])([CH3:11])[CH2:7][CH2:6]1)[CH:2]([CH3:4])[CH3:3].C(N(CC)CC)C.[Br:20][CH2:21][CH2:22][CH2:23][CH2:24][CH2:25][C:26](Cl)=[O:27].C(=O)([O-])[O-].[Na+].[Na+].